This data is from Reaction yield outcomes from USPTO patents with 853,638 reactions. The task is: Predict the reaction yield, written as a fraction of the theoretical maximum amount of product (1.0 means a 100% yield; for example, 0.34 means a 34% yield). (1) The reactants are [Si:1]([O:8][CH2:9][CH2:10][C:11]1[N:16]=[C:15]([CH3:17])[C:14]([NH:18][C:19](=[O:27])OC2C=CC=CC=2)=[CH:13][CH:12]=1)([C:4]([CH3:7])([CH3:6])[CH3:5])([CH3:3])[CH3:2].C(N(CC)CC)C.Cl.[Cl:36][C:37]1[CH:38]=[C:39]([N:43]2[C:47]([CH2:48][NH2:49])=[CH:46][C:45]([C:50]([F:53])([F:52])[F:51])=[N:44]2)[CH:40]=[CH:41][CH:42]=1. The yield is 0.800. The product is [Si:1]([O:8][CH2:9][CH2:10][C:11]1[N:16]=[C:15]([CH3:17])[C:14]([NH:18][C:19]([NH:49][CH2:48][C:47]2[N:43]([C:39]3[CH:40]=[CH:41][CH:42]=[C:37]([Cl:36])[CH:38]=3)[N:44]=[C:45]([C:50]([F:53])([F:52])[F:51])[CH:46]=2)=[O:27])=[CH:13][CH:12]=1)([C:4]([CH3:5])([CH3:6])[CH3:7])([CH3:2])[CH3:3]. The catalyst is ClCCl. (2) The reactants are [CH3:1][NH:2][C:3](=[O:11])[C:4]1[CH:9]=[CH:8][CH:7]=[C:6]([CH3:10])[CH:5]=1.C1C(=O)N([Br:19])C(=O)C1.CC(N=NC(C#N)(C)C)(C#N)C. The catalyst is C(Cl)(Cl)(Cl)Cl. The product is [Br:19][CH2:10][C:6]1[CH:5]=[C:4]([CH:9]=[CH:8][CH:7]=1)[C:3]([NH:2][CH3:1])=[O:11]. The yield is 0.450. (3) The reactants are [F:1][C:2]([C:5]1[N:10]=[CH:9][C:8]([CH:11]=C)=[CH:7][N:6]=1)([F:4])[CH3:3].N1C(C)=CC=CC=1C.C1C[O:24]CC1. The catalyst is O.[Os](=O)(=O)(=O)=O. The product is [F:1][C:2]([C:5]1[N:10]=[CH:9][C:8]([CH:11]=[O:24])=[CH:7][N:6]=1)([F:4])[CH3:3]. The yield is 0.420. (4) The reactants are [Cl:1][C:2]1[CH:3]=[CH:4][C:5]([O:36][CH2:37][CH:38]([CH3:40])[CH3:39])=[C:6]([CH2:8][N:9]2[C:13]([CH3:14])=[CH:12][C:11]([NH:15][C:16]([C:18]3[CH:35]=[CH:34][C:21]4[CH2:22][CH2:23][N:24](C(OC(C)(C)C)=O)[CH2:25][CH2:26][C:20]=4[CH:19]=3)=[O:17])=[N:10]2)[CH:7]=1. The catalyst is Cl.O1CCOCC1. The product is [ClH:1].[Cl:1][C:2]1[CH:3]=[CH:4][C:5]([O:36][CH2:37][CH:38]([CH3:40])[CH3:39])=[C:6]([CH2:8][N:9]2[C:13]([CH3:14])=[CH:12][C:11]([NH:15][C:16]([C:18]3[CH:35]=[CH:34][C:21]4[CH2:22][CH2:23][NH:24][CH2:25][CH2:26][C:20]=4[CH:19]=3)=[O:17])=[N:10]2)[CH:7]=1. The yield is 1.00.